The task is: Predict which catalyst facilitates the given reaction.. This data is from Catalyst prediction with 721,799 reactions and 888 catalyst types from USPTO. Reactant: [CH3:1][O:2][C:3]1[CH:4]=[C:5]2[C:10](=[CH:11][CH:12]=1)[C:9]([OH:13])=[C:8]([C:14]1[CH:19]=[CH:18][CH:17]=[CH:16][CH:15]=1)[C:7]([CH2:20][CH2:21][CH2:22][CH2:23][CH3:24])=[CH:6]2.F[C:26]1[CH:33]=[CH:32][C:29]([CH:30]=[O:31])=[CH:28][CH:27]=1.C([O-])([O-])=O.[Cs+].[Cs+]. Product: [CH3:1][O:2][C:3]1[CH:4]=[C:5]2[C:10](=[CH:11][CH:12]=1)[C:9]([O:13][C:26]1[CH:33]=[CH:32][C:29]([CH:30]=[O:31])=[CH:28][CH:27]=1)=[C:8]([C:14]1[CH:15]=[CH:16][CH:17]=[CH:18][CH:19]=1)[C:7]([CH2:20][CH2:21][CH2:22][CH2:23][CH3:24])=[CH:6]2. The catalyst class is: 3.